Dataset: NCI-60 drug combinations with 297,098 pairs across 59 cell lines. Task: Regression. Given two drug SMILES strings and cell line genomic features, predict the synergy score measuring deviation from expected non-interaction effect. Drug 1: CC1=C(C=C(C=C1)NC(=O)C2=CC=C(C=C2)CN3CCN(CC3)C)NC4=NC=CC(=N4)C5=CN=CC=C5. Drug 2: CS(=O)(=O)OCCCCOS(=O)(=O)C. Cell line: CCRF-CEM. Synergy scores: CSS=28.2, Synergy_ZIP=-10.7, Synergy_Bliss=-5.80, Synergy_Loewe=-1.33, Synergy_HSA=-0.800.